Task: Regression. Given a peptide amino acid sequence and an MHC pseudo amino acid sequence, predict their binding affinity value. This is MHC class I binding data.. Dataset: Peptide-MHC class I binding affinity with 185,985 pairs from IEDB/IMGT (1) The MHC is H-2-Dd with pseudo-sequence H-2-Dd. The binding affinity (normalized) is 0.0278. The peptide sequence is SSILRSKII. (2) The peptide sequence is GTITGGVCYY. The MHC is HLA-B35:01 with pseudo-sequence HLA-B35:01. The binding affinity (normalized) is 0. (3) The peptide sequence is AQLYAYAGF. The MHC is HLA-B07:02 with pseudo-sequence HLA-B07:02. The binding affinity (normalized) is 0.0847. (4) The peptide sequence is KVGVYKMHK. The MHC is HLA-B35:01 with pseudo-sequence HLA-B35:01. The binding affinity (normalized) is 0.0847. (5) The peptide sequence is KIFLHFSIL. The MHC is HLA-C15:02 with pseudo-sequence HLA-C15:02. The binding affinity (normalized) is 0.369. (6) The MHC is HLA-A02:06 with pseudo-sequence HLA-A02:06. The peptide sequence is CIFYDRDDV. The binding affinity (normalized) is 0.338. (7) The peptide sequence is LRAMESPLR. The MHC is HLA-B27:05 with pseudo-sequence HLA-B27:05. The binding affinity (normalized) is 0.423. (8) The binding affinity (normalized) is 0.0847. The MHC is HLA-B08:02 with pseudo-sequence HLA-B08:02. The peptide sequence is LFNTVAVLY. (9) The peptide sequence is KAYANMWSL. The MHC is HLA-B15:17 with pseudo-sequence HLA-B15:17. The binding affinity (normalized) is 1.00.